Dataset: Reaction yield outcomes from USPTO patents with 853,638 reactions. Task: Predict the reaction yield, written as a fraction of the theoretical maximum amount of product (1.0 means a 100% yield; for example, 0.34 means a 34% yield). The reactants are [Cl:1][C:2]1[CH:11]=[N:10][C:9]2[N:8]=[C:7]([N:12]3[CH2:15][CH:14]([N:16](C)[C:17](=O)OC(C)(C)C)[CH2:13]3)[N:6]3[N:25]=[C:26]([CH3:28])[N:27]=[C:5]3[C:4]=2[CH:3]=1.C(O)(C(F)(F)F)=O. The catalyst is C(Cl)Cl. The product is [Cl:1][C:2]1[CH:11]=[N:10][C:9]2[N:8]=[C:7]([N:12]3[CH2:13][CH:14]([NH:16][CH3:17])[CH2:15]3)[N:6]3[N:25]=[C:26]([CH3:28])[N:27]=[C:5]3[C:4]=2[CH:3]=1. The yield is 0.550.